This data is from Catalyst prediction with 721,799 reactions and 888 catalyst types from USPTO. The task is: Predict which catalyst facilitates the given reaction. (1) Reactant: [Li+].C[Si]([N-][Si](C)(C)C)(C)C.[CH3:11][C:12]1[N:13]=[CH:14][O:15][C:16]=1[C:17]1[CH:22]=[CH:21][CH:20]=[C:19]([C:23]([F:26])([F:25])[F:24])[CH:18]=1.[Cl:27]C(Cl)(Cl)C(Cl)(Cl)Cl. Product: [Cl:27][C:14]1[O:15][C:16]([C:17]2[CH:22]=[CH:21][CH:20]=[C:19]([C:23]([F:26])([F:24])[F:25])[CH:18]=2)=[C:12]([CH3:11])[N:13]=1. The catalyst class is: 7. (2) Reactant: [CH3:1][O:2][CH:3]([C:12]1[CH:17]=[CH:16][C:15]([O:18][CH3:19])=[CH:14][CH:13]=1)[CH2:4][CH:5]=[CH:6][CH:7]=[CH:8][C:9](Cl)=[O:10].[C:20]1([NH2:27])[CH:25]=[CH:24][CH:23]=[CH:22][C:21]=1[NH2:26].CN1CCOCC1. Product: [NH2:26][C:21]1[CH:22]=[CH:23][CH:24]=[CH:25][C:20]=1[NH:27][C:9](=[O:10])[CH:8]=[CH:7][CH:6]=[CH:5][CH2:4][CH:3]([O:2][CH3:1])[C:12]1[CH:17]=[CH:16][C:15]([O:18][CH3:19])=[CH:14][CH:13]=1. The catalyst class is: 2. (3) Reactant: [Cl-].[Al+3].[Cl-].[Cl-].[C:5](Cl)(=[O:7])[CH3:6].[Br:9][C:10]1[CH:15]=[CH:14][C:13]([OH:16])=[CH:12][CH:11]=1. Product: [Br:9][C:10]1[CH:15]=[CH:14][C:13]([O:16][C:5](=[O:7])[CH3:6])=[CH:12][CH:11]=1. The catalyst class is: 2. (4) Reactant: [C:1]([Br:5])(Br)(Br)Br.C1C=CC(P(C2C=CC=CC=2)C2C=CC=CC=2)=CC=1.[CH:25]([C:28]1[CH:29]=[CH:30][C:31]([O:46][CH3:47])=[C:32]([C:34]2[CH:39]=[CH:38][C:37]([C:40]([F:43])([F:42])[F:41])=[CH:36][C:35]=2CO)[CH:33]=1)([CH3:27])[CH3:26]. Product: [Br:5][CH2:1][C:35]1[CH:36]=[C:37]([C:40]([F:41])([F:42])[F:43])[CH:38]=[CH:39][C:34]=1[C:32]1[CH:33]=[C:28]([CH:25]([CH3:27])[CH3:26])[CH:29]=[CH:30][C:31]=1[O:46][CH3:47]. The catalyst class is: 2. (5) Product: [C:40]([OH:43])(=[O:42])/[CH:41]=[CH:34]/[C:33]([OH:36])=[O:35].[F:1][C:2]1[CH:7]=[CH:6][CH:5]=[CH:4][C:3]=1[C:8]1[CH:9]=[C:10]([CH2:23][NH:24][CH3:25])[S:11][C:12]=1[S:13]([C:15]1[CH:20]=[CH:19][CH:18]=[C:17]([O:21][CH3:22])[CH:16]=1)=[O:14]. The catalyst class is: 8. Reactant: [F:1][C:2]1[CH:7]=[CH:6][CH:5]=[CH:4][C:3]=1[C:8]1[CH:9]=[C:10]([CH2:23][N:24](C)[C:25](=O)OC(C)(C)C)[S:11][C:12]=1[S:13]([C:15]1[CH:20]=[CH:19][CH:18]=[C:17]([O:21][CH3:22])[CH:16]=1)=[O:14].[C:33]([O:36]CC)(=[O:35])[CH3:34].Cl.[C:40]([O:43]CC)(=[O:42])[CH3:41].